From a dataset of Full USPTO retrosynthesis dataset with 1.9M reactions from patents (1976-2016). Predict the reactants needed to synthesize the given product. (1) Given the product [ClH:1].[ClH:1].[NH2:26][CH2:25][CH2:24][CH2:23][CH2:22][CH2:21][CH2:20][CH2:19][CH2:18][CH2:17][CH2:16][C:15]([N:12]1[CH2:13][CH2:14][NH:9][CH2:10][CH2:11]1)=[O:34], predict the reactants needed to synthesize it. The reactants are: [ClH:1].C(OC([N:9]1[CH2:14][CH2:13][N:12]([C:15](=[O:34])[CH2:16][CH2:17][CH2:18][CH2:19][CH2:20][CH2:21][CH2:22][CH2:23][CH2:24][CH2:25][NH:26]C(OC(C)(C)C)=O)[CH2:11][CH2:10]1)=O)(C)(C)C. (2) Given the product [Cl:13][C:14]1[C:15]([CH3:1])=[N:16][CH:17]=[C:18]([Cl:20])[CH:19]=1, predict the reactants needed to synthesize it. The reactants are: [CH:1](NC(C)C)(C)C.C([Li])CCC.[Cl:13][C:14]1[CH:15]=[N:16][CH:17]=[C:18]([Cl:20])[CH:19]=1.CI.